This data is from Peptide-MHC class I binding affinity with 185,985 pairs from IEDB/IMGT. The task is: Regression. Given a peptide amino acid sequence and an MHC pseudo amino acid sequence, predict their binding affinity value. This is MHC class I binding data. (1) The peptide sequence is AARHKHQVM. The MHC is HLA-B27:03 with pseudo-sequence HLA-B27:03. The binding affinity (normalized) is 0.0847. (2) The binding affinity (normalized) is 0.361. The peptide sequence is SEFDRDAAM. The MHC is HLA-B40:02 with pseudo-sequence HLA-B40:02. (3) The peptide sequence is RPPGCTFPA. The MHC is HLA-A01:01 with pseudo-sequence HLA-A01:01. The binding affinity (normalized) is 0.0847. (4) The peptide sequence is MLRKKQITV. The MHC is HLA-B18:01 with pseudo-sequence HLA-B18:01. The binding affinity (normalized) is 0.0847.